Task: Predict the reaction yield, written as a fraction of the theoretical maximum amount of product (1.0 means a 100% yield; for example, 0.34 means a 34% yield).. Dataset: Reaction yield outcomes from USPTO patents with 853,638 reactions (1) The reactants are [CH3:1][C:2]1[C:6]2[CH:7]=[CH:8][C:9]([C:11]([O:13]C)=[O:12])=[CH:10][C:5]=2[O:4][N:3]=1.[OH-].[Na+]. The catalyst is CO. The product is [CH3:1][C:2]1[C:6]2[CH:7]=[CH:8][C:9]([C:11]([OH:13])=[O:12])=[CH:10][C:5]=2[O:4][N:3]=1. The yield is 0.920. (2) The reactants are [Cl:1][C:2]1[CH:7]=[CH:6][C:5]([CH2:8][CH2:9][NH2:10])=[CH:4][CH:3]=1.CCN(C(C)C)C(C)C.[Cl:20][C:21]1[CH:29]=[CH:28][C:24]([C:25](Cl)=[O:26])=[CH:23][C:22]=1[N+:30]([O-:32])=[O:31]. The catalyst is C(Cl)Cl. The product is [Cl:1][C:2]1[CH:7]=[CH:6][C:5]([CH2:8][CH2:9][NH:10][C:25](=[O:26])[C:24]2[CH:28]=[CH:29][C:21]([Cl:20])=[C:22]([N+:30]([O-:32])=[O:31])[CH:23]=2)=[CH:4][CH:3]=1. The yield is 0.860.